This data is from Reaction yield outcomes from USPTO patents with 853,638 reactions. The task is: Predict the reaction yield, written as a fraction of the theoretical maximum amount of product (1.0 means a 100% yield; for example, 0.34 means a 34% yield). (1) The reactants are [N:1]([CH2:4][CH2:5][O:6][CH2:7][CH2:8][O:9][CH2:10][CH2:11][O:12][CH2:13][CH2:14][N:15]=[N+]=[N-])=[N+:2]=[N-:3].C1(P(C2C=CC=CC=2)C2C=CC=CC=2)C=CC=CC=1. The catalyst is Cl.CCOCC. The product is [N:1]([CH2:4][CH2:5][O:6][CH2:7][CH2:8][O:9][CH2:10][CH2:11][O:12][CH2:13][CH2:14][NH2:15])=[N+:2]=[N-:3]. The yield is 0.880. (2) The reactants are [CH2:1]([O:8][C:9]([NH:11][C:12]([C:24]([O:26]CC)=[O:25])([CH2:18][C:19]([O:21][CH2:22][CH3:23])=[O:20])[C:13]([O:15][CH2:16][CH3:17])=[O:14])=[O:10])[C:2]1[CH:7]=[CH:6][CH:5]=[CH:4][CH:3]=1. The catalyst is P([O-])([O-])([O-])=O.C(O)C. The product is [CH2:1]([O:8][C:9]([NH:11][C@@:12]([C:13]([O:15][CH2:16][CH3:17])=[O:14])([C:24]([OH:26])=[O:25])[CH2:18][C:19]([O:21][CH2:22][CH3:23])=[O:20])=[O:10])[C:2]1[CH:3]=[CH:4][CH:5]=[CH:6][CH:7]=1. The yield is 0.520. (3) The reactants are [NH2:1][C:2]1[N:7]=[CH:6][C:5]([C:8]([N:10]2[C@@H:15]([CH3:16])[CH2:14][O:13][CH2:12][C@H:11]2[CH3:17])=[O:9])=[CH:4][CH:3]=1.Br[C:19]1[C:20](=[O:27])[N:21]([CH3:26])[CH:22]=[C:23]([Br:25])[CH:24]=1.CC1(C)C2C(=C(P(C3C=CC=CC=3)C3C=CC=CC=3)C=CC=2)OC2C(P(C3C=CC=CC=3)C3C=CC=CC=3)=CC=CC1=2.C([O-])([O-])=O.[Cs+].[Cs+]. The catalyst is C1C=CC(/C=C/C(/C=C/C2C=CC=CC=2)=O)=CC=1.C1C=CC(/C=C/C(/C=C/C2C=CC=CC=2)=O)=CC=1.C1C=CC(/C=C/C(/C=C/C2C=CC=CC=2)=O)=CC=1.[Pd].[Pd].O1CCOCC1. The product is [Br:25][C:23]1[CH:24]=[C:19]([NH:1][C:2]2[CH:3]=[CH:4][C:5]([C:8]([N:10]3[C@@H:15]([CH3:16])[CH2:14][O:13][CH2:12][C@H:11]3[CH3:17])=[O:9])=[CH:6][N:7]=2)[C:20](=[O:27])[N:21]([CH3:26])[CH:22]=1. The yield is 0.660.